Dataset: Catalyst prediction with 721,799 reactions and 888 catalyst types from USPTO. Task: Predict which catalyst facilitates the given reaction. (1) Reactant: [N:1]1[CH:6]=[CH:5][CH:4]=[CH:3][C:2]=1[C:7]#[N:8].[CH3:9][O-:10].[Na+]. Product: [CH3:9][O:10][C:7]([C:2]1[CH:3]=[CH:4][CH:5]=[CH:6][N:1]=1)=[NH:8]. The catalyst class is: 5. (2) Reactant: [F:1][C:2]1[CH:3]=[C:4]([CH:28]=[CH:29][C:30]=1[F:31])[O:5][C:6]1[N:11]=[C:10]([NH2:12])[C:9]([C:13]2[CH:18]=[CH:17][C:16]([Cl:19])=[CH:15][CH:14]=2)=[C:8]([C:20]2[CH:25]=[CH:24][C:23]([Cl:26])=[CH:22][C:21]=2[Cl:27])[N:7]=1.[C:32](OC(=O)C)(=[O:34])[CH3:33]. Product: [F:1][C:2]1[CH:3]=[C:4]([CH:28]=[CH:29][C:30]=1[F:31])[O:5][C:6]1[N:11]=[C:10]([NH:12][C:32](=[O:34])[CH3:33])[C:9]([C:13]2[CH:18]=[CH:17][C:16]([Cl:19])=[CH:15][CH:14]=2)=[C:8]([C:20]2[CH:25]=[CH:24][C:23]([Cl:26])=[CH:22][C:21]=2[Cl:27])[N:7]=1. The catalyst class is: 142. (3) Reactant: [OH:1][C:2]1[CH:7]=[CH:6][N:5]=[CH:4][CH:3]=1.CC1C=CC(S(O[CH2:19][CH2:20][CH2:21][NH:22][C:23]2[C:24](=[O:40])[N:25]([C:36]([CH3:39])([CH3:38])[CH3:37])[S:26](=[O:35])(=[O:34])[C:27]=2[C:28]2[CH:33]=[CH:32][CH:31]=[CH:30][CH:29]=2)(=O)=O)=CC=1. Product: [C:36]([N:25]1[C:24](=[O:40])[C:23]([NH:22][CH2:21][CH2:20][CH2:19][O:1][C:2]2[CH:7]=[CH:6][N:5]=[CH:4][CH:3]=2)=[C:27]([C:28]2[CH:29]=[CH:30][CH:31]=[CH:32][CH:33]=2)[S:26]1(=[O:34])=[O:35])([CH3:37])([CH3:38])[CH3:39]. The catalyst class is: 25. (4) Reactant: [CH2:1]([SH:7])[CH2:2][CH2:3][CH2:4][CH2:5][CH3:6].O.O.O.C([O-])(=O)C.[Na+].[C:16]1([N:22]2[C:26](=[O:27])[CH:25]=[C:24](Br)[C:23]2=[O:29])[CH:21]=[CH:20][CH:19]=[CH:18][CH:17]=1. Product: [C:16]1([N:22]2[C:26](=[O:27])[CH:25]=[C:24]([S:7][CH2:1][CH2:2][CH2:3][CH2:4][CH2:5][CH3:6])[C:23]2=[O:29])[CH:17]=[CH:18][CH:19]=[CH:20][CH:21]=1. The catalyst class is: 5. (5) Reactant: C([O:4][CH2:5][CH2:6][NH:7][C:8](=[O:42])[C@@H:9]1[CH2:13][CH2:12][CH2:11][N:10]1[C:14]([C:16]1[S:20][C:19]2=[N:21][C@:22]([C:32]3[CH:37]=[CH:36][C:35]([Cl:38])=[CH:34][CH:33]=3)([CH3:31])[C@@H:23]([C:24]3[CH:29]=[CH:28][C:27]([Cl:30])=[CH:26][CH:25]=3)[N:18]2[C:17]=1[CH:39]([CH3:41])[CH3:40])=[O:15])(=O)C.C[O-].[Na+].CO. Product: [Cl:30][C:27]1[CH:26]=[CH:25][C:24]([C@H:23]2[N:18]3[C:19]([S:20][C:16]([C:14]([N:10]4[CH2:11][CH2:12][CH2:13][C@H:9]4[C:8]([NH:7][CH2:6][CH2:5][OH:4])=[O:42])=[O:15])=[C:17]3[CH:39]([CH3:40])[CH3:41])=[N:21][C@:22]2([C:32]2[CH:33]=[CH:34][C:35]([Cl:38])=[CH:36][CH:37]=2)[CH3:31])=[CH:29][CH:28]=1. The catalyst class is: 5.